This data is from Reaction yield outcomes from USPTO patents with 853,638 reactions. The task is: Predict the reaction yield, written as a fraction of the theoretical maximum amount of product (1.0 means a 100% yield; for example, 0.34 means a 34% yield). (1) The reactants are CCN(C(C)C)C(C)C.[C:10]([O:14][C:15]([NH:17][C:18]1[CH:26]=[CH:25][CH:24]=[CH:23][C:19]=1[C:20]([OH:22])=O)=[O:16])([CH3:13])([CH3:12])[CH3:11].C1C=CC2N(O)N=NC=2C=1.CCN=C=NCCCN(C)C.[O:48]=[C:49]([N:66]1[CH2:71][CH2:70][NH:69][CH2:68][CH2:67]1)[CH2:50][NH:51][C:52]([C:54]1[CH:59]=[CH:58][C:57]([C:60]2[CH:65]=[CH:64][CH:63]=[CH:62][CH:61]=2)=[CH:56][CH:55]=1)=[O:53]. The catalyst is CN(C=O)C.O. The product is [C:10]([O:14][C:15](=[O:16])[NH:17][C:18]1[CH:26]=[CH:25][CH:24]=[CH:23][C:19]=1[C:20]([N:69]1[CH2:68][CH2:67][N:66]([C:49](=[O:48])[CH2:50][NH:51][C:52]([C:54]2[CH:59]=[CH:58][C:57]([C:60]3[CH:65]=[CH:64][CH:63]=[CH:62][CH:61]=3)=[CH:56][CH:55]=2)=[O:53])[CH2:71][CH2:70]1)=[O:22])([CH3:11])([CH3:12])[CH3:13]. The yield is 0.495. (2) The reactants are F[C:2]1[C:9]([F:10])=[CH:8][CH:7]=[C:6]([O:11][CH3:12])[C:3]=1[C:4]#[N:5].[OH2:13].[NH2:14][NH2:15].CC(C)=O.[C:20]1(=O)O[C:23](=[O:24])[C:22]2=[CH:26][CH:27]=[CH:28][CH:29]=[C:21]12. The catalyst is CN1CCCC1=O.O1CCOCC1. The product is [F:10][C:9]1[CH:8]=[CH:7][C:6]([O:11][CH3:12])=[C:3]2[C:2]=1[NH:15][N:14]=[C:4]2[N:5]1[C:20](=[O:13])[C:21]2[C:22](=[CH:26][CH:27]=[CH:28][CH:29]=2)[C:23]1=[O:24]. The yield is 0.470. (3) The reactants are Cl[C:2]1[N:7]=[C:6]2[CH2:8][CH2:9][O:10][CH2:11][C:5]2=[CH:4][C:3]=1[C:12]#[N:13].C(O)(=O)C. The catalyst is C(O)C.[Zn]. The product is [N:7]1[CH:2]=[C:3]([C:12]#[N:13])[CH:4]=[C:5]2[CH2:11][O:10][CH2:9][CH2:8][C:6]=12. The yield is 0.730. (4) The yield is 0.540. The reactants are [O:1]1[CH2:6][CH2:5][N:4]([C:7]2[N:12]=[C:11]([N:13]3[CH2:18][CH2:17][O:16][CH2:15][CH2:14]3)[N:10]=[C:9]([C:19]3[CH:24]=[CH:23][C:22]([NH:25][C:26](=[O:37])[NH:27][C:28]4[CH:36]=[CH:35][C:31]([C:32](O)=[O:33])=[CH:30][CH:29]=4)=[CH:21][CH:20]=3)[N:8]=2)[CH2:3][CH2:2]1.CCN(C(C)C)C(C)C.CN(C(ON1N=NC2C=CC=CC1=2)=[N+](C)C)C.F[P-](F)(F)(F)(F)F.[CH3:71][N:72]1[CH2:77][CH2:76][NH:75][CH2:74][CH2:73]1. The catalyst is CN1C(=O)CCC1. The product is [O:1]1[CH2:6][CH2:5][N:4]([C:7]2[N:12]=[C:11]([N:13]3[CH2:14][CH2:15][O:16][CH2:17][CH2:18]3)[N:10]=[C:9]([C:19]3[CH:24]=[CH:23][C:22]([NH:25][C:26]([NH:27][C:28]4[CH:36]=[CH:35][C:31]([C:32]([N:75]5[CH2:76][CH2:77][N:72]([CH3:71])[CH2:73][CH2:74]5)=[O:33])=[CH:30][CH:29]=4)=[O:37])=[CH:21][CH:20]=3)[N:8]=2)[CH2:3][CH2:2]1. (5) The reactants are [CH2:1]([O:15][CH2:16][CH:17]([O:23][CH2:24][CH2:25][CH2:26][CH2:27][CH2:28][CH2:29][CH2:30][CH2:31][CH2:32][CH2:33][CH2:34][CH2:35][CH2:36][CH3:37])[CH2:18][O:19]CC=C)[CH2:2][CH2:3][CH2:4][CH2:5][CH2:6][CH2:7][CH2:8][CH2:9][CH2:10][CH2:11][CH2:12][CH2:13][CH3:14].FC(F)(F)C(O)=O. The product is [CH2:1]([O:15][CH2:16][CH:17]([O:23][CH2:24][CH2:25][CH2:26][CH2:27][CH2:28][CH2:29][CH2:30][CH2:31][CH2:32][CH2:33][CH2:34][CH2:35][CH2:36][CH3:37])[CH2:18][OH:19])[CH2:2][CH2:3][CH2:4][CH2:5][CH2:6][CH2:7][CH2:8][CH2:9][CH2:10][CH2:11][CH2:12][CH2:13][CH3:14]. The catalyst is C(O)C.[Sn]. The yield is 0.831.